Dataset: Forward reaction prediction with 1.9M reactions from USPTO patents (1976-2016). Task: Predict the product of the given reaction. (1) Given the reactants [CH2:1]([C:5]1[C:6](=[N:11][NH:12][C:13]2[CH:14]=NC=[CH:17][CH:18]=2)[C:7]([NH2:10])=[N:8][N:9]=1)[CH2:2][CH:3]=[CH2:4].N[C:20]1[CH:21]=[N:22][CH:23]=[CH:24][CH:25]=1.C(CC(=O)CCC=C)#N.C(Cl)Cl, predict the reaction product. The product is: [CH2:1]([C:5]1[C:6](=[N:11][NH:12][C:13]2[CH:14]=[C:20]3[C:21](=[CH:17][CH:18]=2)[N:22]=[CH:23][CH:24]=[CH:25]3)[C:7]([NH2:10])=[N:8][N:9]=1)[CH2:2][CH:3]=[CH2:4]. (2) Given the reactants [NH2:1][C:2]1[CH:3]=[C:4]([OH:11])[C:5](=[CH:9][CH:10]=1)[C:6]([OH:8])=[O:7].[Br:12][C:13]1[C:14]([S:20](Cl)(=[O:22])=[O:21])=[C:15]([Cl:19])[S:16][C:17]=1[Cl:18].O.C([O-])([O-])=O.[Na+].[Na+], predict the reaction product. The product is: [Br:12][C:13]1[C:14]([S:20]([NH:1][C:2]2[CH:10]=[CH:9][C:5]([C:6]([OH:8])=[O:7])=[C:4]([OH:11])[CH:3]=2)(=[O:21])=[O:22])=[C:15]([Cl:19])[S:16][C:17]=1[Cl:18]. (3) Given the reactants [CH3:1][C:2]1[NH:3][C:4](=[O:26])[C:5]([CH2:11][C:12]2[CH:17]=[CH:16][C:15]([C:18]3[C:19]([C:24]#[N:25])=[CH:20][CH:21]=[CH:22][CH:23]=3)=[CH:14][CH:13]=2)=[C:6]([CH2:8][CH2:9][CH3:10])[N:7]=1.[CH2:27]([O:29][C:30]1[CH:35]=[CH:34][C:33](B(O)O)=[CH:32][CH:31]=1)[CH3:28].C(N(CC)CC)C.N1C=CC=CC=1, predict the reaction product. The product is: [CH2:27]([O:29][C:30]1[CH:35]=[CH:34][C:33]([N:3]2[C:4](=[O:26])[C:5]([CH2:11][C:12]3[CH:17]=[CH:16][C:15]([C:18]4[C:19]([C:24]#[N:25])=[CH:20][CH:21]=[CH:22][CH:23]=4)=[CH:14][CH:13]=3)=[C:6]([CH2:8][CH2:9][CH3:10])[N:7]=[C:2]2[CH3:1])=[CH:32][CH:31]=1)[CH3:28]. (4) Given the reactants [Br:1][C:2]1[CH:3]=[C:4]([CH:8]=[C:9]([Br:11])[CH:10]=1)[C:5]([OH:7])=O.CN(C(ON1N=NC2[CH:23]=[CH:24][CH:25]=[N:26]C1=2)=[N+](C)C)C.F[P-](F)(F)(F)(F)F.C1(N)CC1.CCN(C(C)C)C(C)C, predict the reaction product. The product is: [Br:11][C:9]1[CH:8]=[C:4]([CH:3]=[C:2]([Br:1])[CH:10]=1)[C:5]([NH:26][CH:25]1[CH2:23][CH2:24]1)=[O:7]. (5) Given the reactants C[O:2][C:3]([C:5]1[S:6][C:7]2[CH:8]([CH2:25][C:26]([O:28][CH3:29])=[O:27])[CH2:9][O:10][C:11]3[CH:18]=[CH:17][C:16]([C:19]#[C:20][C:21]([OH:24])([CH3:23])[CH3:22])=[CH:15][C:12]=3[C:13]=2[N:14]=1)=O.CO.[NH3:32], predict the reaction product. The product is: [CH3:29][O:28][C:26](=[O:27])[CH2:25][CH:8]1[C:7]2[S:6][C:5]([C:3](=[O:2])[NH2:32])=[N:14][C:13]=2[C:12]2[CH:15]=[C:16]([C:19]#[C:20][C:21]([OH:24])([CH3:22])[CH3:23])[CH:17]=[CH:18][C:11]=2[O:10][CH2:9]1. (6) Given the reactants [NH2:1][C:2]1[S:3][C:4]([C:25]2[CH:30]=[CH:29][N:28]=[C:27]([Cl:31])[N:26]=2)=[C:5]([C:7]2[CH:8]=[C:9]([N:13]([CH3:24])[C:14](=[O:23])[C:15]3[C:20]([F:21])=[CH:19][CH:18]=[CH:17][C:16]=3[F:22])[CH:10]=[CH:11][CH:12]=2)[N:6]=1.[NH2:32][C:33]1[CH:43]=[CH:42][C:36]2[NH:37][C:38](=[O:41])[CH2:39][O:40][C:35]=2[CH:34]=1, predict the reaction product. The product is: [ClH:31].[NH2:1][C:2]1[S:3][C:4]([C:25]2[CH:30]=[CH:29][N:28]=[C:27]([NH:32][C:33]3[CH:43]=[CH:42][C:36]4[NH:37][C:38](=[O:41])[CH2:39][O:40][C:35]=4[CH:34]=3)[N:26]=2)=[C:5]([C:7]2[CH:8]=[C:9]([N:13]([CH3:24])[C:14](=[O:23])[C:15]3[C:20]([F:21])=[CH:19][CH:18]=[CH:17][C:16]=3[F:22])[CH:10]=[CH:11][CH:12]=2)[N:6]=1. (7) Given the reactants ClCCl.[F:4][C:5]1[CH:10]=[CH:9][C:8]([C:11]2[C:21]([C:22]([C:24]3[N:29]=[C:28]([C:30]([O:32][CH3:33])=[O:31])[CH:27]=[CH:26][CH:25]=3)=[O:23])=[C:14]3[CH:15]=[CH:16][C:17]([O:19][CH3:20])=[CH:18][N:13]3[N:12]=2)=[CH:7][CH:6]=1.[BH4-].[Na+].[Cl-].[NH4+], predict the reaction product. The product is: [F:4][C:5]1[CH:10]=[CH:9][C:8]([C:11]2[C:21]([CH:22]([OH:23])[C:24]3[N:29]=[C:28]([C:30]([O:32][CH3:33])=[O:31])[CH:27]=[CH:26][CH:25]=3)=[C:14]3[CH:15]=[CH:16][C:17]([O:19][CH3:20])=[CH:18][N:13]3[N:12]=2)=[CH:7][CH:6]=1.